Dataset: Forward reaction prediction with 1.9M reactions from USPTO patents (1976-2016). Task: Predict the product of the given reaction. (1) Given the reactants C(OC([N:8]1[C:13]2[CH:14]=[C:15]([Cl:20])[C:16]([O:18][CH3:19])=[CH:17][C:12]=2[O:11][CH:10]([C:21](=[O:37])[NH:22][CH:23]2[CH2:28][CH2:27][N:26]([CH2:29][C:30]3[CH:35]=[CH:34][C:33]([F:36])=[CH:32][CH:31]=3)[CH2:25][CH2:24]2)[CH2:9]1)=O)(C)(C)C.FC(F)(F)C(O)=O, predict the reaction product. The product is: [F:36][C:33]1[CH:34]=[CH:35][C:30]([CH2:29][N:26]2[CH2:27][CH2:28][CH:23]([NH:22][C:21]([CH:10]3[CH2:9][NH:8][C:13]4[CH:14]=[C:15]([Cl:20])[C:16]([O:18][CH3:19])=[CH:17][C:12]=4[O:11]3)=[O:37])[CH2:24][CH2:25]2)=[CH:31][CH:32]=1. (2) Given the reactants [CH:1]1([CH2:6][CH:7]([C:11]2[CH:16]=[CH:15][C:14]([S:17]([CH3:20])(=[O:19])=[O:18])=[C:13]([N+:21]([O-:23])=[O:22])[CH:12]=2)[C:8]([OH:10])=O)[CH2:5][CH2:4][CH2:3][CH2:2]1.C(N(CC)CC)C.F[P-](F)(F)(F)(F)F.N1(O[P+](N(C)C)(N(C)C)N(C)C)C2C=CC=CC=2N=N1.[NH2:58][C:59]1[NH:60][C:61]2[CH:67]=[CH:66][CH:65]=[CH:64][C:62]=2[N:63]=1.Cl, predict the reaction product. The product is: [NH:60]1[C:61]2[CH:67]=[CH:66][CH:65]=[CH:64][C:62]=2[N:63]=[C:59]1[NH:58][C:8](=[O:10])[CH:7]([C:11]1[CH:16]=[CH:15][C:14]([S:17]([CH3:20])(=[O:19])=[O:18])=[C:13]([N+:21]([O-:23])=[O:22])[CH:12]=1)[CH2:6][CH:1]1[CH2:2][CH2:3][CH2:4][CH2:5]1. (3) Given the reactants C(Cl)CCl.[C:5]([O:9][C:10]([NH:12][C@H:13]1[CH2:17][CH2:16][C@@H:15]([C:18]([OH:20])=O)[CH2:14]1)=[O:11])([CH3:8])([CH3:7])[CH3:6].C[O:22][C:23](=[O:73])[C@@H:24]([NH:40][C:41]([C@@H:43]1[CH2:52][C:51]2[CH:50]=[C:49]3[O:53][CH2:54][C@H:55]([C:57]4[CH:62]=[CH:61][C:60]([O:63][CH2:64][C:65]5[CH:70]=[CH:69][C:68]([Cl:71])=[C:67]([Cl:72])[CH:66]=5)=[CH:59][CH:58]=4)[O:56][C:48]3=[CH:47][C:46]=2[CH2:45][NH:44]1)=[O:42])[CH2:25][C:26]1[CH:31]=[CH:30][C:29]([C:32]2[CH:37]=[CH:36][N:35]=[C:34]([CH3:38])[C:33]=2[CH3:39])=[CH:28][CH:27]=1, predict the reaction product. The product is: [C:5]([O:9][C:10]([NH:12][C@H:13]1[CH2:17][CH2:16][C@@H:15]([C:18]([N:44]2[C@H:43]([C:41]([NH:40][C@@H:24]([CH2:25][C:26]3[CH:27]=[CH:28][C:29]([C:32]4[CH:37]=[CH:36][N:35]=[C:34]([CH3:38])[C:33]=4[CH3:39])=[CH:30][CH:31]=3)[C:23]([OH:73])=[O:22])=[O:42])[CH2:52][C:51]3[CH:50]=[C:49]4[O:53][CH2:54][C@H:55]([C:57]5[CH:62]=[CH:61][C:60]([O:63][CH2:64][C:65]6[CH:70]=[CH:69][C:68]([Cl:71])=[C:67]([Cl:72])[CH:66]=6)=[CH:59][CH:58]=5)[O:56][C:48]4=[CH:47][C:46]=3[CH2:45]2)=[O:20])[CH2:14]1)=[O:11])([CH3:6])([CH3:7])[CH3:8]. (4) Given the reactants [CH2:1]([N:8]([CH3:19])[CH2:9][C:10]([C:12]1[CH:17]=[CH:16][C:15]([F:18])=[CH:14][CH:13]=1)=[O:11])[C:2]1[CH:7]=[CH:6][CH:5]=[CH:4][CH:3]=1.[BH4-].[Na+], predict the reaction product. The product is: [CH2:1]([N:8]([CH3:19])[CH2:9][CH:10]([C:12]1[CH:13]=[CH:14][C:15]([F:18])=[CH:16][CH:17]=1)[OH:11])[C:2]1[CH:3]=[CH:4][CH:5]=[CH:6][CH:7]=1. (5) Given the reactants C[O:2][C:3](=[O:27])[CH2:4][C:5]([NH:7][C:8]1[CH:13]=[C:12]([CH3:14])[C:11]([O:15][C:16]2[CH:21]=[CH:20][C:19]([OH:22])=[C:18]([CH:23]([CH3:25])[CH3:24])[CH:17]=2)=[C:10]([CH3:26])[CH:9]=1)=[O:6].[OH-].[K+], predict the reaction product. The product is: [OH:22][C:19]1[CH:20]=[CH:21][C:16]([O:15][C:11]2[C:10]([CH3:26])=[CH:9][C:8]([NH:7][C:5](=[O:6])[CH2:4][C:3]([OH:27])=[O:2])=[CH:13][C:12]=2[CH3:14])=[CH:17][C:18]=1[CH:23]([CH3:25])[CH3:24]. (6) Given the reactants [Na].[CH3:2][O:3][C:4]1[C:13]2[C:8](=[C:9]([O:14][CH3:15])[CH:10]=[CH:11][CH:12]=2)[N:7]=[C:6]([C:16]([N:18]2[CH2:23][CH2:22][C:21]3([CH2:32][C:31](=[O:33])[C:30]4[C:25](=[CH:26][CH:27]=[C:28]([C:34]5[NH:38][N:37]=[N:36][N:35]=5)[CH:29]=4)[O:24]3)[CH2:20][CH2:19]2)=[O:17])[CH:5]=1.[C:39]([O:45][CH2:46]Cl)(=[O:44])[C:40]([CH3:43])([CH3:42])[CH3:41], predict the reaction product. The product is: [C:39]([O:45][CH2:46][N:36]1[N:37]=[N:38][C:34]([C:28]2[CH:29]=[C:30]3[C:25](=[CH:26][CH:27]=2)[O:24][C:21]2([CH2:22][CH2:23][N:18]([C:16]([C:6]4[CH:5]=[C:4]([O:3][CH3:2])[C:13]5[C:8](=[C:9]([O:14][CH3:15])[CH:10]=[CH:11][CH:12]=5)[N:7]=4)=[O:17])[CH2:19][CH2:20]2)[CH2:32][C:31]3=[O:33])=[N:35]1)(=[O:44])[C:40]([CH3:43])([CH3:42])[CH3:41]. (7) Given the reactants Br[C:2]1[CH:7]=[CH:6][CH:5]=[CH:4][C:3]=1[C:8]([F:11])([CH3:10])[CH3:9].[Li]C(C)(C)C.[C:17]([O:21][C:22]([N:24]1[CH2:29][CH2:28][CH:27]([CH:30]=[O:31])[CH2:26][CH2:25]1)=[O:23])([CH3:20])([CH3:19])[CH3:18].Cl, predict the reaction product. The product is: [C:17]([O:21][C:22]([N:24]1[CH2:29][CH2:28][CH:27]([CH:30]([C:2]2[CH:7]=[CH:6][CH:5]=[CH:4][C:3]=2[C:8]([F:11])([CH3:10])[CH3:9])[OH:31])[CH2:26][CH2:25]1)=[O:23])([CH3:20])([CH3:19])[CH3:18]. (8) Given the reactants [Cl:1][C:2]1[CH:7]=[C:6]([Cl:8])[CH:5]=[CH:4][C:3]=1[C:9](=[O:22])[CH2:10][N:11]1[C:19](=[O:20])[C:18]2[C:13](=[CH:14][CH:15]=[CH:16][CH:17]=2)[C:12]1=[O:21], predict the reaction product. The product is: [Cl:1][C:2]1[CH:7]=[C:6]([Cl:8])[CH:5]=[CH:4][C:3]=1[C:9](=[O:22])[C:10]([N:11]1[C:19](=[O:20])[C:18]2[C:13](=[CH:14][CH:15]=[CH:16][CH:17]=2)[C:12]1=[O:21])=[CH:10][N:11]([CH3:19])[CH3:12].